From a dataset of Reaction yield outcomes from USPTO patents with 853,638 reactions. Predict the reaction yield, written as a fraction of the theoretical maximum amount of product (1.0 means a 100% yield; for example, 0.34 means a 34% yield). The reactants are [CH3:1][C:2]1[N:27]([CH3:28])[C:5]2[CH:6]=[C:7]([C:22](OCC)=[O:23])[C:8]3[CH2:9][CH2:10][C:11]4([NH:20][C:21]=3[C:4]=2[N:3]=1)[CH2:19][C:18]1[C:13](=[CH:14][CH:15]=[CH:16][CH:17]=1)[CH2:12]4.[H-].C([Al+]CC(C)C)C(C)C.O.O.O.O.C([C@@H]([C@H](C([O-])=O)O)O)([O-])=O.[Na+].[K+]. The catalyst is O1CCCC1.CO. The product is [CH3:1][C:2]1[N:27]([CH3:28])[C:5]2[CH:6]=[C:7]([CH2:22][OH:23])[C:8]3[CH2:9][CH2:10][C:11]4([NH:20][C:21]=3[C:4]=2[N:3]=1)[CH2:12][C:13]1[C:18](=[CH:17][CH:16]=[CH:15][CH:14]=1)[CH2:19]4. The yield is 0.240.